Task: Predict the product of the given reaction.. Dataset: Forward reaction prediction with 1.9M reactions from USPTO patents (1976-2016) (1) The product is: [Cl:11][C:12]1[CH:13]=[C:14]([CH:15]=[CH:16][CH:17]=1)[O:18][C:4]1[S:8][C:7]([C:9]#[N:10])=[CH:6][CH:5]=1. Given the reactants [N+]([C:4]1[S:8][C:7]([C:9]#[N:10])=[CH:6][CH:5]=1)([O-])=O.[Cl:11][C:12]1[CH:13]=[C:14]([OH:18])[CH:15]=[CH:16][CH:17]=1.C(=O)([O-])[O-].[K+].[K+].O, predict the reaction product. (2) Given the reactants [F:1][C:2]1[CH:7]=[C:6]([O:8][CH3:9])[CH:5]=[CH:4][C:3]=1[CH:10]([C:21]1[CH:26]=[CH:25][CH:24]=[CH:23][C:22]=1[CH3:27])[CH2:11][C:12]([C:14]1[CH:15]=[CH:16][C:17](=[O:20])[NH:18][CH:19]=1)=[O:13].IC.[C:30](=O)([O-])[O-].[K+].[K+], predict the reaction product. The product is: [F:1][C:2]1[CH:7]=[C:6]([O:8][CH3:9])[CH:5]=[CH:4][C:3]=1[CH:10]([C:21]1[CH:26]=[CH:25][CH:24]=[CH:23][C:22]=1[CH3:27])[CH2:11][C:12]([C:14]1[CH:15]=[CH:16][C:17](=[O:20])[N:18]([CH3:30])[CH:19]=1)=[O:13]. (3) Given the reactants [Cl:1][C:2]1[CH:3]=[C:4]([N:9]2[CH2:15][CH:14]3[CH:11]([CH2:12][NH:13]3)[CH2:10]2)[CH:5]=[N:6][C:7]=1[Cl:8].[C:16]([OH:23])(=[O:22])/[CH:17]=[CH:18]\[C:19]([OH:21])=[O:20].O.N, predict the reaction product. The product is: [C:16]([OH:23])(=[O:22])/[CH:17]=[CH:18]\[C:19]([OH:21])=[O:20].[Cl:1][C:2]1[CH:3]=[C:4]([N:9]2[CH2:15][C@@H:14]3[C@@H:11]([CH2:12][NH:13]3)[CH2:10]2)[CH:5]=[N:6][C:7]=1[Cl:8]. (4) Given the reactants [C:1]([O:5][C:6](=[O:35])[CH2:7][C@@H:8]([C:20](N1[C@H](C)[C@@H](C2C=CC=CC=2)OC1=O)=[O:21])[CH2:9][C@H:10]([CH3:19])[CH2:11][CH2:12][CH:13]1[CH2:18][CH2:17][CH2:16][CH2:15][CH2:14]1)([CH3:4])([CH3:3])[CH3:2].O.[OH-].[Li+].OO.S([O-])([O-])=[O:42].[Na+].[Na+], predict the reaction product. The product is: [C:1]([O:5][C:6](=[O:35])[CH2:7][C@H:8]([CH2:9][C@H:10]([CH3:19])[CH2:11][CH2:12][CH:13]1[CH2:14][CH2:15][CH2:16][CH2:17][CH2:18]1)[C:20]([OH:21])=[O:42])([CH3:2])([CH3:3])[CH3:4]. (5) Given the reactants C[O:2][C:3](=O)[CH2:4][C:5]1[C:14]2[C:9](=[CH:10][CH:11]=[CH:12][CH:13]=2)[N:8]=[C:7]([Cl:15])[CH:6]=1.[NH4+:17].[OH-], predict the reaction product. The product is: [Cl:15][C:7]1[CH:6]=[C:5]([CH2:4][C:3]([NH2:17])=[O:2])[C:14]2[C:9](=[CH:10][CH:11]=[CH:12][CH:13]=2)[N:8]=1. (6) Given the reactants I[C:2]1[C:10]2[C:5](=[N:6][CH:7]=[N:8][C:9]=2[NH2:11])[N:4]([CH:12]([CH3:14])[CH3:13])[N:3]=1.[C:15]([O-:18])([O-])=O.[Na+].[Na+].CO[CH2:23][CH2:24][O:25][CH3:26], predict the reaction product. The product is: [CH:12]([N:4]1[C:5]2=[N:6][CH:7]=[N:8][C:9]([NH2:11])=[C:10]2[C:2]([C:23]2[C:24]([O:25][CH3:26])=[N:6][C:5]([O:18][CH3:15])=[N:4][CH:12]=2)=[N:3]1)([CH3:14])[CH3:13]. (7) Given the reactants O1CCCC1.[F:6][C:7]1[CH:12]=[CH:11][C:10]([CH:13]2[CH2:18][CH:17]([NH:19][C:20](=[O:22])C)[CH2:16][CH2:15][O:14]2)=[CH:9][CH:8]=1.C(OC([O:25][C:26]([CH3:29])([CH3:28])[CH3:27])=O)([O:25][C:26]([CH3:29])([CH3:28])[CH3:27])=O.O.NN, predict the reaction product. The product is: [F:6][C:7]1[CH:12]=[CH:11][C:10]([CH:13]2[CH2:18][CH:17]([NH:19][C:20](=[O:22])[O:25][C:26]([CH3:29])([CH3:28])[CH3:27])[CH2:16][CH2:15][O:14]2)=[CH:9][CH:8]=1. (8) Given the reactants [CH:1]([O:4][C:5]1[NH:9][N:8]=[C:7]([NH2:10])[CH:6]=1)([CH3:3])[CH3:2].CCN(C(C)C)C(C)C.[Cl:20][C:21]1[N:26]=[C:25](Cl)[C:24]([Br:28])=[CH:23][N:22]=1, predict the reaction product. The product is: [Br:28][C:24]1[C:23]([NH:10][C:7]2[CH:6]=[C:5]([O:4][CH:1]([CH3:3])[CH3:2])[NH:9][N:8]=2)=[N:22][C:21]([Cl:20])=[N:26][CH:25]=1. (9) Given the reactants [NH2:1][CH2:2][CH:3]([OH:8])[CH2:4][C:5]([OH:7])=[O:6].S(Cl)(Cl)=O.[CH2:13](N(CC)CC)C.Cl[C:21]1[C:26]([N+:27]([O-:29])=[O:28])=[CH:25][CH:24]=[CH:23][C:22]=1[N+:30]([O-:32])=[O:31], predict the reaction product. The product is: [N+:30]([C:22]1[CH:23]=[CH:24][CH:25]=[C:26]([N+:27]([O-:29])=[O:28])[C:21]=1[NH:1][CH2:2][CH:3]([OH:8])[CH2:4][C:5]([O:7][CH3:13])=[O:6])([O-:32])=[O:31].